The task is: Predict which catalyst facilitates the given reaction.. This data is from Catalyst prediction with 721,799 reactions and 888 catalyst types from USPTO. (1) Reactant: C([C:4]1[CH:5]=[C:6]([C:13](=[O:22])[C:14]2[CH:19]=[CH:18][C:17]([C:20]#[N:21])=[CH:16][CH:15]=2)[N:7]2[C:12]=1[CH:11]=[CH:10][CH:9]=[CH:8]2)(=O)C.C(O)CO.C1(C)C=CC(S(O)(=O)=O)=CC=1.C(=O)(O)[O-].[Na+]. Product: [C:20]([C:17]1[CH:16]=[CH:15][C:14]([C:13]([C:6]2[N:7]3[C:12]([CH:11]=[CH:10][CH:9]=[CH:8]3)=[CH:4][CH:5]=2)=[O:22])=[CH:19][CH:18]=1)#[N:21]. The catalyst class is: 48. (2) Reactant: [CH:1]1([CH2:4][N:5]([CH2:15][CH2:16][CH3:17])[C:6]2[N:11]=[CH:10][N:9]=[C:8]([C:12]([OH:14])=O)[CH:7]=2)[CH2:3][CH2:2]1.C(N(C(C)C)CC)(C)C.ClC(OC)=O.[N:32]1([CH2:37][C:38]2[CH:44]=[CH:43][C:41]([NH2:42])=[CH:40][CH:39]=2)[CH:36]=[CH:35][N:34]=[CH:33]1. Product: [CH:1]1([CH2:4][N:5]([CH2:15][CH2:16][CH3:17])[C:6]2[N:11]=[CH:10][N:9]=[C:8]([C:12]([NH:42][C:41]3[CH:40]=[CH:39][C:38]([CH2:37][N:32]4[CH:36]=[CH:35][N:34]=[CH:33]4)=[CH:44][CH:43]=3)=[O:14])[CH:7]=2)[CH2:2][CH2:3]1. The catalyst class is: 2. (3) The catalyst class is: 11. Reactant: [Br:1][C:2]1[C:3]([F:12])=[C:4]([CH:8]=[C:9]([CH3:11])[CH:10]=1)C(O)=O.CC[N:15]([CH:19](C)C)C(C)C.C1C=CC(P(N=[N+]=[N-])(C2C=CC=CC=2)=[O:29])=CC=1.[CH3:39][C:40]([OH:43])([CH3:42])[CH3:41]. Product: [Br:1][C:2]1[C:3]([F:12])=[C:4]([NH:15][C:19](=[O:29])[O:43][C:40]([CH3:42])([CH3:41])[CH3:39])[CH:8]=[C:9]([CH3:11])[CH:10]=1.